Regression. Given two drug SMILES strings and cell line genomic features, predict the synergy score measuring deviation from expected non-interaction effect. From a dataset of NCI-60 drug combinations with 297,098 pairs across 59 cell lines. (1) Drug 1: C1CCN(CC1)CCOC2=CC=C(C=C2)C(=O)C3=C(SC4=C3C=CC(=C4)O)C5=CC=C(C=C5)O. Drug 2: CCC1(CC2CC(C3=C(CCN(C2)C1)C4=CC=CC=C4N3)(C5=C(C=C6C(=C5)C78CCN9C7C(C=CC9)(C(C(C8N6C=O)(C(=O)OC)O)OC(=O)C)CC)OC)C(=O)OC)O.OS(=O)(=O)O. Cell line: U251. Synergy scores: CSS=37.7, Synergy_ZIP=0.722, Synergy_Bliss=1.31, Synergy_Loewe=-24.9, Synergy_HSA=0.305. (2) Drug 1: CNC(=O)C1=NC=CC(=C1)OC2=CC=C(C=C2)NC(=O)NC3=CC(=C(C=C3)Cl)C(F)(F)F. Drug 2: C1=NC2=C(N1)C(=S)N=CN2. Cell line: NCI-H460. Synergy scores: CSS=18.1, Synergy_ZIP=-4.40, Synergy_Bliss=3.27, Synergy_Loewe=-10.6, Synergy_HSA=3.17. (3) Drug 1: C1CCC(CC1)NC(=O)N(CCCl)N=O. Drug 2: CNC(=O)C1=NC=CC(=C1)OC2=CC=C(C=C2)NC(=O)NC3=CC(=C(C=C3)Cl)C(F)(F)F. Cell line: OVCAR-8. Synergy scores: CSS=42.1, Synergy_ZIP=2.27, Synergy_Bliss=6.36, Synergy_Loewe=-5.43, Synergy_HSA=6.60. (4) Drug 1: CC1C(C(CC(O1)OC2CC(CC3=C2C(=C4C(=C3O)C(=O)C5=C(C4=O)C(=CC=C5)OC)O)(C(=O)CO)O)N)O.Cl. Drug 2: CC1=C(N=C(N=C1N)C(CC(=O)N)NCC(C(=O)N)N)C(=O)NC(C(C2=CN=CN2)OC3C(C(C(C(O3)CO)O)O)OC4C(C(C(C(O4)CO)O)OC(=O)N)O)C(=O)NC(C)C(C(C)C(=O)NC(C(C)O)C(=O)NCCC5=NC(=CS5)C6=NC(=CS6)C(=O)NCCC[S+](C)C)O. Cell line: NCI-H460. Synergy scores: CSS=54.3, Synergy_ZIP=1.91, Synergy_Bliss=1.92, Synergy_Loewe=2.81, Synergy_HSA=5.56. (5) Drug 1: CC1=C2C(C(=O)C3(C(CC4C(C3C(C(C2(C)C)(CC1OC(=O)C(C(C5=CC=CC=C5)NC(=O)OC(C)(C)C)O)O)OC(=O)C6=CC=CC=C6)(CO4)OC(=O)C)O)C)O. Drug 2: CC1=C(N=C(N=C1N)C(CC(=O)N)NCC(C(=O)N)N)C(=O)NC(C(C2=CN=CN2)OC3C(C(C(C(O3)CO)O)O)OC4C(C(C(C(O4)CO)O)OC(=O)N)O)C(=O)NC(C)C(C(C)C(=O)NC(C(C)O)C(=O)NCCC5=NC(=CS5)C6=NC(=CS6)C(=O)NCCC[S+](C)C)O. Cell line: NCI-H322M. Synergy scores: CSS=13.4, Synergy_ZIP=-1.23, Synergy_Bliss=2.67, Synergy_Loewe=-11.1, Synergy_HSA=3.02. (6) Drug 1: CC(C1=C(C=CC(=C1Cl)F)Cl)OC2=C(N=CC(=C2)C3=CN(N=C3)C4CCNCC4)N. Drug 2: CC(CN1CC(=O)NC(=O)C1)N2CC(=O)NC(=O)C2. Cell line: U251. Synergy scores: CSS=27.6, Synergy_ZIP=-5.81, Synergy_Bliss=-1.24, Synergy_Loewe=-0.270, Synergy_HSA=-0.771. (7) Drug 1: CC1=C(C=C(C=C1)NC(=O)C2=CC=C(C=C2)CN3CCN(CC3)C)NC4=NC=CC(=N4)C5=CN=CC=C5. Drug 2: CS(=O)(=O)OCCCCOS(=O)(=O)C. Cell line: U251. Synergy scores: CSS=4.27, Synergy_ZIP=-1.77, Synergy_Bliss=-2.33, Synergy_Loewe=-5.71, Synergy_HSA=-5.36.